Dataset: Catalyst prediction with 721,799 reactions and 888 catalyst types from USPTO. Task: Predict which catalyst facilitates the given reaction. Product: [Cl:18][C:19]1[CH:24]=[CH:23][CH:22]=[CH:21][C:20]=1[C:25]1[O:29][C:28]([CH:30]=[C:6]2[S:5][C:4](=[S:7])[N:3]([NH:8][C:9]3[CH:17]=[CH:16][CH:15]=[CH:14][C:10]=3[C:11]([OH:13])=[O:12])[C:2]2=[O:1])=[CH:27][CH:26]=1. Reactant: [O:1]=[C:2]1[CH2:6][S:5][C:4](=[S:7])[N:3]1[NH:8][C:9]1[CH:17]=[CH:16][CH:15]=[CH:14][C:10]=1[C:11]([OH:13])=[O:12].[Cl:18][C:19]1[CH:24]=[CH:23][CH:22]=[CH:21][C:20]=1[C:25]1[O:29][C:28]([CH:30]=O)=[CH:27][CH:26]=1.C(O)(=O)C.C(O)(=O)C.C(N)CN.S([O-])(O)=O.[Na+]. The catalyst class is: 5.